Dataset: Forward reaction prediction with 1.9M reactions from USPTO patents (1976-2016). Task: Predict the product of the given reaction. (1) Given the reactants S1C=CN=[CH:2]1.[NH2:6][C:7]1[N:12]=[CH:11][N:10]=[C:9]2[N:13]([C@H:30]3[CH2:35][CH2:34][C@@H:33]([N:36]4[CH2:41][CH2:40][N:39]([CH3:42])[CH2:38][CH2:37]4)[CH2:32][CH2:31]3)[N:14]=[C:15]([C:16]3[CH:21]=[CH:20][C:19]([NH:22][C:23]4[S:24][CH:25]=[C:26]([CH2:28]C)[N:27]=4)=[CH:18][CH:17]=3)[C:8]=12.BrC(C)C(=O)C, predict the reaction product. The product is: [NH2:6][C:7]1[N:12]=[CH:11][N:10]=[C:9]2[N:13]([C@H:30]3[CH2:35][CH2:34][C@@H:33]([N:36]4[CH2:37][CH2:38][N:39]([CH3:42])[CH2:40][CH2:41]4)[CH2:32][CH2:31]3)[N:14]=[C:15]([C:16]3[CH:21]=[CH:20][C:19]([NH:22][C:23]4[S:24][C:25]([CH3:2])=[C:26]([CH3:28])[N:27]=4)=[CH:18][CH:17]=3)[C:8]=12. (2) Given the reactants CC(S([NH:7][C:8]1([C:12]([F:15])([F:14])[F:13])[CH2:11][O:10][CH2:9]1)=O)(C)C.[ClH:16].O1CCOCC1, predict the reaction product. The product is: [ClH:16].[F:13][C:12]([F:15])([F:14])[C:8]1([NH2:7])[CH2:11][O:10][CH2:9]1. (3) Given the reactants [C:1]1([N:7]2[C:19]3[CH:18]=[C:17]4[C:20]5[C:25]([C:26]6[CH:27]=[CH:28][CH:29]=[CH:30][C:31]=6[C:16]4=[CH:15][C:14]=3[C:13]3[CH:12]=[C:11](B4OC(C)(C)C(C)(C)O4)[CH:10]=[CH:9][C:8]2=3)=[CH:24][CH:23]=[CH:22][CH:21]=5)[CH:6]=[CH:5][CH:4]=[CH:3][CH:2]=1.Br[C:42]1[CH:47]=[CH:46][CH:45]=[CH:44][C:43]=1[N+:48]([O-:50])=[O:49].C([O-])([O-])=O.[Na+].[Na+].CCO, predict the reaction product. The product is: [N+:48]([C:43]1[CH:44]=[CH:45][CH:46]=[CH:47][C:42]=1[C:11]1[CH:10]=[CH:9][C:8]2[N:7]([C:1]3[CH:2]=[CH:3][CH:4]=[CH:5][CH:6]=3)[C:19]3[CH:18]=[C:17]4[C:20]5[C:25]([C:26]6[CH:27]=[CH:28][CH:29]=[CH:30][C:31]=6[C:16]4=[CH:15][C:14]=3[C:13]=2[CH:12]=1)=[CH:24][CH:23]=[CH:22][CH:21]=5)([O-:50])=[O:49]. (4) Given the reactants [NH2:1][C:2]1[C:3]([NH:30][C:31]2[CH:36]=[CH:35][C:34]([O:37][CH2:38][CH3:39])=[CH:33][CH:32]=2)=[N:4][C:5]([NH:8][C:9]2[CH:10]=[N:11][N:12]([CH2:14][CH2:15][CH2:16][CH:17]3[CH2:22][CH2:21][N:20]([C:23]([O:25][C:26]([CH3:29])([CH3:28])[CH3:27])=[O:24])[CH2:19][CH2:18]3)[CH:13]=2)=[N:6][CH:7]=1.[CH:40](OC)(OC)OC, predict the reaction product. The product is: [CH2:38]([O:37][C:34]1[CH:33]=[CH:32][C:31]([N:30]2[CH:40]=[N:1][C:2]3[C:3]2=[N:4][C:5]([NH:8][C:9]2[CH:10]=[N:11][N:12]([CH2:14][CH2:15][CH2:16][CH:17]4[CH2:22][CH2:21][N:20]([C:23]([O:25][C:26]([CH3:28])([CH3:29])[CH3:27])=[O:24])[CH2:19][CH2:18]4)[CH:13]=2)=[N:6][CH:7]=3)=[CH:36][CH:35]=1)[CH3:39]. (5) Given the reactants [Br:1][C:2]1[CH:11]=[C:10]2[C:5]([CH:6]=[CH:7][C:8]([C:12]([OH:14])=O)=[N:9]2)=[CH:4][N:3]=1.[CH2:15]([N:17](CC)[CH2:18]C)C.ClC(OCC)=O.CNC, predict the reaction product. The product is: [Br:1][C:2]1[CH:11]=[C:10]2[C:5]([CH:6]=[CH:7][C:8]([C:12]([N:17]([CH3:18])[CH3:15])=[O:14])=[N:9]2)=[CH:4][N:3]=1.